This data is from Catalyst prediction with 721,799 reactions and 888 catalyst types from USPTO. The task is: Predict which catalyst facilitates the given reaction. (1) Reactant: C([O:3][C:4]([C:6]1([CH:12]=[CH2:13])[CH2:11][O:10][CH2:9][O:8][CH2:7]1)=[O:5])C.O.[OH-].[Li+]. Product: [CH:12]([C:6]1([C:4]([OH:5])=[O:3])[CH2:7][O:8][CH2:9][O:10][CH2:11]1)=[CH2:13]. The catalyst class is: 193. (2) Reactant: COC(=O)[CH2:4][C:5]1[C:10]([Br:11])=[CH:9][CH:8]=[CH:7][C:6]=1[N+:12]([O-:14])=[O:13].[OH-:16].[K+]. Product: [Br:11][C:10]1[CH:9]=[CH:8][CH:7]=[C:6]([N+:12]([O-:14])=[O:13])[C:5]=1[CH2:4][OH:16]. The catalyst class is: 6. (3) Reactant: Br[C:2]1[N:3]=[N+:4]([O-:17])[C:5]2[CH:14]=[C:13]3[C:9]([CH2:10][CH:11]([CH2:15][OH:16])[CH2:12]3)=[CH:8][C:6]=2[N:7]=1.[CH2:18]([NH2:20])[CH3:19]. Product: [CH2:18]([NH:20][C:2]1[N:3]=[N+:4]([O-:17])[C:5]2[CH:14]=[C:13]3[C:9]([CH2:10][CH:11]([CH2:15][OH:16])[CH2:12]3)=[CH:8][C:6]=2[N:7]=1)[CH3:19]. The catalyst class is: 57. (4) Reactant: C(O/[C:5](/[C:15]([O:17][CH3:18])=[O:16])=[C:6](/[O:11]C(=O)C)\[C:7]([O:9]C)=O)(=O)C.[NH2:19][C:20]1[NH:21][CH:22]=[CH:23][N:24]=1.C1(C)C=CC(S(O)(=O)=O)=CC=1.C(OCC)(=O)C. Product: [CH3:18][O:17][C:15]([C:5]1[N:19]=[C:20]2[NH:24][CH:23]=[CH:22][N:21]2[C:7](=[O:9])[C:6]=1[OH:11])=[O:16]. The catalyst class is: 5. (5) Reactant: [F:1][C:2]1[CH:3]=[C:4]([OH:12])[CH:5]=[C:6]([F:11])[C:7]=1[N+:8]([O-:10])=[O:9].C([O-])([O-])=O.[Cs+].[Cs+].Cl.Cl[CH2:21][C:22]1[CH:27]=[CH:26][C:25]([CH3:28])=[CH:24][N:23]=1.C([O-])(O)=O.[Na+]. Product: [F:1][C:2]1[CH:3]=[C:4]([CH:5]=[C:6]([F:11])[C:7]=1[N+:8]([O-:10])=[O:9])[O:12][CH2:21][C:22]1[CH:27]=[CH:26][C:25]([CH3:28])=[CH:24][N:23]=1. The catalyst class is: 3.